Dataset: Forward reaction prediction with 1.9M reactions from USPTO patents (1976-2016). Task: Predict the product of the given reaction. Given the reactants Br[CH2:2][C:3]([C:5]1[CH:10]=[CH:9][C:8]([O:11][C:12]([F:15])([F:14])[F:13])=[CH:7][CH:6]=1)=O.[NH2:16][C:17](=[S:23])[C:18]([O:20][CH2:21][CH3:22])=[O:19], predict the reaction product. The product is: [F:13][C:12]([F:15])([F:14])[O:11][C:8]1[CH:9]=[CH:10][C:5]([C:3]2[N:16]=[C:17]([C:18]([O:20][CH2:21][CH3:22])=[O:19])[S:23][CH:2]=2)=[CH:6][CH:7]=1.